The task is: Predict which catalyst facilitates the given reaction.. This data is from Catalyst prediction with 721,799 reactions and 888 catalyst types from USPTO. (1) Reactant: [Cl:1][C:2]1[CH:7]=[C:6]([Cl:8])[CH:5]=[CH:4][C:3]=1[C:9]1[CH:17]=[CH:16][C:15]2[N:14]([C:18]([O:20][C:21]([CH3:24])([CH3:23])[CH3:22])=[O:19])[CH:13]3[CH2:25][CH2:26][N:27]([C:29]([O:31][C:32]([CH3:35])([CH3:34])[CH3:33])=[O:30])[CH2:28][CH:12]3[C:11]=2[CH:10]=1.[Br:36]N1C(=O)CCC1=O. Product: [Br:36][C:16]1[C:15]2[N:14]([C:18]([O:20][C:21]([CH3:24])([CH3:23])[CH3:22])=[O:19])[CH:13]3[CH2:25][CH2:26][N:27]([C:29]([O:31][C:32]([CH3:35])([CH3:34])[CH3:33])=[O:30])[CH2:28][CH:12]3[C:11]=2[CH:10]=[C:9]([C:3]2[CH:4]=[CH:5][C:6]([Cl:8])=[CH:7][C:2]=2[Cl:1])[CH:17]=1. The catalyst class is: 3. (2) Reactant: Br[CH:2]([C:4]1[O:5][C:6]2[C:11]([C:12](=[O:21])[C:13]=1[C:14]1[CH:19]=[CH:18][CH:17]=[C:16]([F:20])[CH:15]=1)=[CH:10][C:9]([F:22])=[CH:8][CH:7]=2)[CH3:3].CS(C)=[O:25]. Product: [F:22][C:9]1[CH:10]=[C:11]2[C:6](=[CH:7][CH:8]=1)[O:5][C:4]([CH:2]([OH:25])[CH3:3])=[C:13]([C:14]1[CH:19]=[CH:18][CH:17]=[C:16]([F:20])[CH:15]=1)[C:12]2=[O:21]. The catalyst class is: 51. (3) Reactant: CC([N:5]([CH2:9][CH:10]1[CH2:15][N:14]([CH2:16][CH2:17][C:18]2[C:27]3[C:22](=[CH:23][CH:24]=[C:25]([O:28][CH3:29])[N:26]=3)[N:21]=[CH:20][C:19]=2[F:30])[CH2:13][CH2:12][N:11]1[C:31](=[O:34])[CH2:32]Cl)[C:6](=[O:8])[O-:7])(C)C.[H-].[Na+]. Product: [F:30][C:19]1[CH:20]=[N:21][C:22]2[C:27]([C:18]=1[CH2:17][CH2:16][N:14]1[CH2:13][CH2:12][N:11]3[C:31](=[O:34])[CH2:32][N:5]([C:6]([O:7][C:18]([CH3:27])([CH3:19])[CH3:17])=[O:8])[CH2:9][CH:10]3[CH2:15]1)=[N:26][C:25]([O:28][CH3:29])=[CH:24][CH:23]=2. The catalyst class is: 118. (4) Reactant: C([O-])=O.[NH4+].[CH3:5][C:6]([CH3:26])([CH3:25])[C:7]([N:9]1[CH2:14][CH2:13][N:12]([C:15]2[CH:20]=[C:19]([CH3:21])[C:18]([N+:22]([O-])=O)=[CH:17][N:16]=2)[CH2:11][CH2:10]1)=[O:8]. Product: [NH2:22][C:18]1[C:19]([CH3:21])=[CH:20][C:15]([N:12]2[CH2:13][CH2:14][N:9]([C:7](=[O:8])[C:6]([CH3:5])([CH3:25])[CH3:26])[CH2:10][CH2:11]2)=[N:16][CH:17]=1. The catalyst class is: 29. (5) Reactant: [CH3:1][O:2][C:3]1[CH:15]=[C:14]([O:16][CH3:17])[CH:13]=[CH:12][C:4]=1[CH2:5][NH:6][C:7]1[S:11][N:10]=[CH:9][N:8]=1.C[Si](C)(C)[N-][Si](C)(C)C.[Li+].[C:28]([C:30]1[CH:31]=[C:32]([S:37](Cl)(=[O:39])=[O:38])[CH:33]=[CH:34][C:35]=1[F:36])#[N:29].[Cl-].[NH4+]. Product: [C:28]([C:30]1[CH:31]=[C:32]([S:37]([N:6]([CH2:5][C:4]2[CH:12]=[CH:13][C:14]([O:16][CH3:17])=[CH:15][C:3]=2[O:2][CH3:1])[C:7]2[S:11][N:10]=[CH:9][N:8]=2)(=[O:39])=[O:38])[CH:33]=[CH:34][C:35]=1[F:36])#[N:29]. The catalyst class is: 7. (6) Reactant: [C:1]1([CH:7]([C:27]2[CH:32]=[CH:31][CH:30]=[CH:29][CH:28]=2)[S:8][C:9]2[S:10][C:11]3[CH2:21][CH2:20][C:19]4[C:14](=[CH:15][CH:16]=[CH:17][C:18]=4[O:22][CH2:23][C:24]([OH:26])=[O:25])[C:12]=3[N:13]=2)[CH:6]=[CH:5][CH:4]=[CH:3][CH:2]=1.[OH-].[Na+:34]. Product: [C:27]1([CH:7]([C:1]2[CH:6]=[CH:5][CH:4]=[CH:3][CH:2]=2)[S:8][C:9]2[S:10][C:11]3[CH2:21][CH2:20][C:19]4[C:14](=[CH:15][CH:16]=[CH:17][C:18]=4[O:22][CH2:23][C:24]([O-:26])=[O:25])[C:12]=3[N:13]=2)[CH:28]=[CH:29][CH:30]=[CH:31][CH:32]=1.[Na+:34]. The catalyst class is: 8. (7) Reactant: [OH:1][C:2]1[C:11]2[C:6](=[CH:7][CH:8]=[CH:9][CH:10]=2)[C:5]([OH:12])=[CH:4][C:3]=1[C:13]([O:15][CH3:16])=[O:14].[CH2:17]([N:19]([CH2:36][CH3:37])[C:20]1[CH:25]=[CH:24][C:23]([C:26]([C:30]2[CH:35]=[CH:34][CH:33]=[CH:32][CH:31]=2)(O)[C:27]#[CH:28])=[CH:22][CH:21]=1)[CH3:18]. Product: [CH2:36]([N:19]([CH2:17][CH3:18])[C:20]1[CH:25]=[CH:24][C:23]([C:26]2([C:30]3[CH:31]=[CH:32][CH:33]=[CH:34][CH:35]=3)[O:12][C:5]3[C:6]4[C:11]([C:2]([OH:1])=[C:3]([C:13]([O:15][CH3:16])=[O:14])[C:4]=3[CH:28]=[CH:27]2)=[CH:10][CH:9]=[CH:8][CH:7]=4)=[CH:22][CH:21]=1)[CH3:37]. The catalyst class is: 11. (8) Reactant: FC(F)(F)C([O-])=O.[C:8]([C:10]1[C:23]([N+:24]([O-:26])=[O:25])=[CH:22][CH:21]=[CH:20][C:11]=1[O:12][CH2:13][C@H:14]1[CH2:19][CH2:18][CH2:17][CH2:16][NH2+:15]1)#[N:9].C(N(CC)CC)C.[C:34](Cl)(=[O:38])[CH2:35][CH2:36][CH3:37]. Product: [C:34]([N:15]1[CH2:16][CH2:17][CH2:18][CH2:19][C@@H:14]1[CH2:13][O:12][C:11]1[CH:20]=[CH:21][CH:22]=[C:23]([N+:24]([O-:26])=[O:25])[C:10]=1[C:8]#[N:9])(=[O:38])[CH2:35][CH2:36][CH3:37]. The catalyst class is: 2.